From a dataset of Catalyst prediction with 721,799 reactions and 888 catalyst types from USPTO. Predict which catalyst facilitates the given reaction. (1) Reactant: [C:1]([C:3]1[CH:4]=[CH:5][C:6]([O:14][CH3:15])=[C:7](/[CH:9]=[CH:10]/[C:11]([OH:13])=O)[CH:8]=1)#[N:2].C(N(CC)CC)C.F[B-](F)(F)F.N1(OC(N(C)C)=[N+](C)C)C2C=CC=CC=2N=N1.Cl.[NH2:46][C@H:47]([CH2:64][OH:65])[CH2:48][N:49]1[CH2:54][CH2:53][CH:52]([C:55]([C:57]2[CH:62]=[CH:61][C:60]([Cl:63])=[CH:59][CH:58]=2)=[O:56])[CH2:51][CH2:50]1. The catalyst class is: 4. Product: [Cl:63][C:60]1[CH:61]=[CH:62][C:57]([C:55]([CH:52]2[CH2:53][CH2:54][N:49]([CH2:48][C@H:47]([NH:46][C:11](=[O:13])/[CH:10]=[CH:9]/[C:7]3[CH:8]=[C:3]([C:1]#[N:2])[CH:4]=[CH:5][C:6]=3[O:14][CH3:15])[CH2:64][OH:65])[CH2:50][CH2:51]2)=[O:56])=[CH:58][CH:59]=1. (2) Reactant: [NH2:1][C:2]1[CH:7]=[CH:6][C:5]([C:8](=[O:13])[C:9]([F:12])([F:11])[F:10])=[CH:4][CH:3]=1.[I:14]Cl.C([O-])(O)=O.[Na+]. Product: [NH2:1][C:2]1[CH:7]=[CH:6][C:5]([C:8](=[O:13])[C:9]([F:10])([F:11])[F:12])=[CH:4][C:3]=1[I:14]. The catalyst class is: 33. (3) Reactant: [C:1]([CH2:4][C:5]([NH:7][C:8]1[CH:17]=CC2C(=CC=CC=2)C=1)=[O:6])([OH:3])=O.C(N([CH2:23][CH3:24])CC)C.O[N:26]1[C:30]2[CH:31]=[CH:32][CH:33]=[CH:34][C:29]=2N=N1.CN(C)[CH2:37][CH2:38]CN=C=NCC.[CH2:46]([O:48][C:49]([N:51]1[CH2:56][CH2:55]NCC1)=[O:50])[CH3:47]. Product: [CH2:46]([O:48][C:49]([N:51]1[CH2:17][CH2:8][N:7]([C:5]([CH2:4][C:1]([NH:26][C:30]2[C:29]3[C:34](=[CH:37][CH:38]=[CH:23][CH:24]=3)[CH:33]=[CH:32][CH:31]=2)=[O:3])=[O:6])[CH2:55][CH2:56]1)=[O:50])[CH3:47]. The catalyst class is: 124. (4) Reactant: Cl[C:2]1[N:3]([CH2:10][C@@:11]([CH3:31])([OH:30])[CH2:12][N:13]2[CH2:18][CH2:17][CH:16]([O:19][C:20]3[CH:25]=[CH:24][C:23]([C:26]([F:29])([F:28])[F:27])=[CH:22][CH:21]=3)[CH2:15][CH2:14]2)[CH:4]=[C:5]([N+:7]([O-:9])=[O:8])[N:6]=1.[H-].[Na+].O. Product: [CH3:31][C@@:11]1([CH2:12][N:13]2[CH2:18][CH2:17][CH:16]([O:19][C:20]3[CH:25]=[CH:24][C:23]([C:26]([F:29])([F:28])[F:27])=[CH:22][CH:21]=3)[CH2:15][CH2:14]2)[O:30][C:2]2=[N:6][C:5]([N+:7]([O-:9])=[O:8])=[CH:4][N:3]2[CH2:10]1. The catalyst class is: 3. (5) Product: [CH3:42][O:41][C:38]1[CH:39]=[CH:40][C:35]([NH:32][C:33]([NH:13][C@@H:4]([CH2:5][CH2:6][CH2:7][CH2:8][CH2:9][C:10](=[O:12])[CH3:11])[C:3]([NH:14][C:15]2[CH:16]=[N:17][C:18]3[C:23]([CH:24]=2)=[CH:22][CH:21]=[CH:20][CH:19]=3)=[O:2])=[O:34])=[CH:36][CH:37]=1. The catalyst class is: 2. Reactant: [Cl-].[O:2]=[C:3]([NH:14][C:15]1[CH:16]=[N:17][C:18]2[C:23]([CH:24]=1)=[CH:22][CH:21]=[CH:20][CH:19]=2)[C@@H:4]([NH3+:13])[CH2:5][CH2:6][CH2:7][CH2:8][CH2:9][C:10](=[O:12])[CH3:11].CCN(CC)CC.[N:32]([C:35]1[CH:40]=[CH:39][C:38]([O:41][CH3:42])=[CH:37][CH:36]=1)=[C:33]=[O:34]. (6) Reactant: [F:1][C:2]1[CH:7]=[CH:6][C:5]([C:8]2[C:12]([C:13]3[CH:18]=[CH:17][N:16]=[CH:15][CH:14]=3)=[C:11]([CH:19]3[CH2:21][CH:20]3[C:22]([O:24]CC)=[O:23])[N:10]([CH2:27][CH2:28][OH:29])[N:9]=2)=[CH:4][CH:3]=1.C1CC(NC2C3C(=CC(Cl)=C(Cl)C=3)C(C3C=CN=CC=3)=NN=2)CC1.[OH-].[Na+]. Product: [F:1][C:2]1[CH:7]=[CH:6][C:5]([C:8]2[C:12]([C:13]3[CH:18]=[CH:17][N:16]=[CH:15][CH:14]=3)=[C:11]([CH:19]3[CH2:21][CH:20]3[C:22]([OH:24])=[O:23])[N:10]([CH2:27][CH2:28][OH:29])[N:9]=2)=[CH:4][CH:3]=1. The catalyst class is: 24. (7) Reactant: CS(O)(=O)=O.C(OC([N:13]1[CH2:21][CH2:20][CH2:19][C@H:15]([C:16]([OH:18])=[O:17])[CH2:14]1)=O)(C)(C)C.C(N(CC)CC)C. Product: [NH:13]1[CH2:21][CH2:20][CH2:19][C@H:15]([C:16]([OH:18])=[O:17])[CH2:14]1. The catalyst class is: 2. (8) Reactant: [CH3:1][CH:2]1[C:19](=O)[C:5]2=[CH:6][C:7]3[C:8]([CH3:18])([CH3:17])[C:9]4[C:14]([C:15]=3[CH:16]=[C:4]2[CH2:3]1)=[CH:13][CH:12]=[CH:11][CH:10]=4.[CH3:21][Mg]Br.Cl.C1(C)C=CC(S(O)(=O)=O)=CC=1. Product: [CH3:21][C:19]1[C:5]2=[CH:6][C:7]3[C:8]([CH3:17])([CH3:18])[C:9]4[C:14]([C:15]=3[CH:16]=[C:4]2[CH2:3][C:2]=1[CH3:1])=[CH:13][CH:12]=[CH:11][CH:10]=4. The catalyst class is: 11.